From a dataset of Reaction yield outcomes from USPTO patents with 853,638 reactions. Predict the reaction yield, written as a fraction of the theoretical maximum amount of product (1.0 means a 100% yield; for example, 0.34 means a 34% yield). (1) The reactants are [CH3:1][C:2]1[CH:3]=[C:4]([N:9]=[C:10]=[O:11])[CH:5]=[CH:6][C:7]=1[CH3:8].Cl.[NH2:13][CH2:14][C:15]1[CH:23]=[CH:22][CH:21]=[C:20]2[C:16]=1[C:17](=[O:33])[N:18]([CH:25]1[CH2:30][CH2:29][C:28](=[O:31])[NH:27][C:26]1=[O:32])[C:19]2=[O:24].C(N(CC)CC)C. The catalyst is C1COCC1. The product is [CH3:1][C:2]1[CH:3]=[C:4]([NH:9][C:10]([NH:13][CH2:14][C:15]2[CH:23]=[CH:22][CH:21]=[C:20]3[C:16]=2[C:17](=[O:33])[N:18]([CH:25]2[CH2:30][CH2:29][C:28](=[O:31])[NH:27][C:26]2=[O:32])[C:19]3=[O:24])=[O:11])[CH:5]=[CH:6][C:7]=1[CH3:8]. The yield is 0.820. (2) The reactants are [N:1]1[CH:6]=[C:5]([CH2:7][C:8]2[C:9](=[O:33])[N:10]=[C:11]([CH2:14][CH2:15][C:16]3[CH:21]=[CH:20][C:19]([O:22][C:23]4[CH:28]=[CH:27][CH:26]=[C:25]([C:29]([F:32])([F:31])[F:30])[CH:24]=4)=[CH:18][CH:17]=3)[NH:12][CH:13]=2)[CH:4]=[N:3][CH:2]=1.CI.[CH3:36]CN(C(C)C)C(C)C. The catalyst is C(Cl)Cl. The product is [CH3:36][N:12]1[CH:13]=[C:8]([CH2:7][C:5]2[CH:6]=[N:1][CH:2]=[N:3][CH:4]=2)[C:9](=[O:33])[N:10]=[C:11]1[CH2:14][CH2:15][C:16]1[CH:17]=[CH:18][C:19]([O:22][C:23]2[CH:28]=[CH:27][CH:26]=[C:25]([C:29]([F:32])([F:30])[F:31])[CH:24]=2)=[CH:20][CH:21]=1. The yield is 0.408. (3) The yield is 0.400. The product is [Br:1][C:2]1[CH:3]=[C:4]([CH:8]=[C:9]([CH:11]=[O:12])[CH:10]=1)[C:5]#[N:7]. The catalyst is O.CC#N.Cl[Pd]Cl. The reactants are [Br:1][C:2]1[CH:3]=[C:4]([CH:8]=[C:9]([CH:11]=[O:12])[CH:10]=1)[C:5]([NH2:7])=O. (4) The reactants are Cl.[CH:2]1[C:15]2[NH:14][C:13]3[C:8](=[CH:9][CH:10]=[CH:11][CH:12]=3)[S:7][C:6]=2[CH:5]=[CH:4][C:3]=1[C:16]1[N:17]=[C:18]([CH2:21][NH2:22])[S:19][CH:20]=1.[C:23](Cl)(=[O:27])[CH2:24][CH2:25][CH3:26].C(Cl)(=O)C. No catalyst specified. The product is [CH:2]1[C:15]2[NH:14][C:13]3[C:8](=[CH:9][CH:10]=[CH:11][CH:12]=3)[S:7][C:6]=2[CH:5]=[CH:4][C:3]=1[C:16]1[N:17]=[C:18]([CH2:21][NH:22][C:23](=[O:27])[CH2:24][CH2:25][CH3:26])[S:19][CH:20]=1. The yield is 0.472. (5) The reactants are O[CH2:2][C:3]1[CH:12]=[N:11][C:10]2[N:9]3[CH2:13][CH2:14][CH2:15][CH2:16][C@H:8]3[C:7](=[O:17])[NH:6][C:5]=2[CH:4]=1.[I-].C(C[P+](C)(C)C)#N.Cl.[F:27][C:28]1[CH:29]=[C:30]([CH:35]=[CH:36][C:37]=1[N:38]1[CH2:43][CH2:42][NH:41][CH2:40][CH2:39]1)[C:31]([NH:33][CH3:34])=[O:32].CCN(C(C)C)C(C)C. The catalyst is C(#N)CC.CS(C)=O. The product is [F:27][C:28]1[CH:29]=[C:30]([CH:35]=[CH:36][C:37]=1[N:38]1[CH2:39][CH2:40][N:41]([CH2:2][C:3]2[CH:12]=[N:11][C:10]3[N:9]4[CH2:13][CH2:14][CH2:15][CH2:16][C@H:8]4[C:7](=[O:17])[NH:6][C:5]=3[CH:4]=2)[CH2:42][CH2:43]1)[C:31]([NH:33][CH3:34])=[O:32]. The yield is 0.330. (6) The reactants are [CH3:1][C:2]1[CH:3]=[C:4]([C:9]2[CH:10]=[N:11][N:12]3[C:17]([C:18]4[CH:19]=[C:20]([CH:23]=[CH:24][CH:25]=4)[C:21]#[N:22])=[CH:16][CH:15]=[N:14][C:13]=23)[CH:5]=[C:6]([CH3:8])[CH:7]=1.[N-:26]=[N+:27]=[N-:28].[Na+].[Cl-].[NH4+]. The catalyst is CN(C=O)C.O. The product is [CH3:8][C:6]1[CH:5]=[C:4]([C:9]2[CH:10]=[N:11][N:12]3[C:17]([C:18]4[CH:25]=[CH:24][CH:23]=[C:20]([C:21]5[NH:28][N:27]=[N:26][N:22]=5)[CH:19]=4)=[CH:16][CH:15]=[N:14][C:13]=23)[CH:3]=[C:2]([CH3:1])[CH:7]=1. The yield is 0.840.